From a dataset of NCI-60 drug combinations with 297,098 pairs across 59 cell lines. Regression. Given two drug SMILES strings and cell line genomic features, predict the synergy score measuring deviation from expected non-interaction effect. (1) Drug 1: C1=CC(=CC=C1C#N)C(C2=CC=C(C=C2)C#N)N3C=NC=N3. Drug 2: CC1=C(C=C(C=C1)NC(=O)C2=CC=C(C=C2)CN3CCN(CC3)C)NC4=NC=CC(=N4)C5=CN=CC=C5. Cell line: OVCAR-8. Synergy scores: CSS=4.96, Synergy_ZIP=1.13, Synergy_Bliss=5.59, Synergy_Loewe=3.62, Synergy_HSA=4.05. (2) Drug 1: C1=C(C(=O)NC(=O)N1)F. Drug 2: C(CN)CNCCSP(=O)(O)O. Cell line: UO-31. Synergy scores: CSS=17.8, Synergy_ZIP=-0.983, Synergy_Bliss=-1.82, Synergy_Loewe=-6.85, Synergy_HSA=-1.10. (3) Synergy scores: CSS=14.7, Synergy_ZIP=-7.18, Synergy_Bliss=-3.15, Synergy_Loewe=-3.63, Synergy_HSA=-3.62. Drug 2: CC1C(C(=O)NC(C(=O)N2CCCC2C(=O)N(CC(=O)N(C(C(=O)O1)C(C)C)C)C)C(C)C)NC(=O)C3=C4C(=C(C=C3)C)OC5=C(C(=O)C(=C(C5=N4)C(=O)NC6C(OC(=O)C(N(C(=O)CN(C(=O)C7CCCN7C(=O)C(NC6=O)C(C)C)C)C)C(C)C)C)N)C. Cell line: NCI/ADR-RES. Drug 1: C1=C(C(=O)NC(=O)N1)N(CCCl)CCCl. (4) Drug 1: CN(C)N=NC1=C(NC=N1)C(=O)N. Drug 2: C1C(C(OC1N2C=NC(=NC2=O)N)CO)O. Cell line: NCI-H226. Synergy scores: CSS=-3.00, Synergy_ZIP=1.59, Synergy_Bliss=0.864, Synergy_Loewe=-4.54, Synergy_HSA=-3.42. (5) Drug 1: CC1=C(C=C(C=C1)NC2=NC=CC(=N2)N(C)C3=CC4=NN(C(=C4C=C3)C)C)S(=O)(=O)N.Cl. Drug 2: C1=CC=C(C(=C1)C(C2=CC=C(C=C2)Cl)C(Cl)Cl)Cl. Cell line: NCI-H460. Synergy scores: CSS=0.853, Synergy_ZIP=2.17, Synergy_Bliss=2.17, Synergy_Loewe=-0.761, Synergy_HSA=-0.955. (6) Drug 2: C(CN)CNCCSP(=O)(O)O. Cell line: SN12C. Synergy scores: CSS=-13.5, Synergy_ZIP=6.54, Synergy_Bliss=0.417, Synergy_Loewe=-11.2, Synergy_HSA=-12.0. Drug 1: COC1=NC(=NC2=C1N=CN2C3C(C(C(O3)CO)O)O)N. (7) Drug 1: C(CC(=O)O)C(=O)CN.Cl. Drug 2: C1=NNC2=C1C(=O)NC=N2. Cell line: MOLT-4. Synergy scores: CSS=33.0, Synergy_ZIP=0.989, Synergy_Bliss=1.52, Synergy_Loewe=3.27, Synergy_HSA=2.75. (8) Drug 1: CC1C(C(=O)NC(C(=O)N2CCCC2C(=O)N(CC(=O)N(C(C(=O)O1)C(C)C)C)C)C(C)C)NC(=O)C3=C4C(=C(C=C3)C)OC5=C(C(=O)C(=C(C5=N4)C(=O)NC6C(OC(=O)C(N(C(=O)CN(C(=O)C7CCCN7C(=O)C(NC6=O)C(C)C)C)C)C(C)C)C)N)C. Drug 2: C1CN1C2=NC(=NC(=N2)N3CC3)N4CC4. Cell line: ACHN. Synergy scores: CSS=51.5, Synergy_ZIP=-1.21, Synergy_Bliss=-1.26, Synergy_Loewe=-2.63, Synergy_HSA=-0.334. (9) Drug 1: CC12CCC3C(C1CCC2=O)CC(=C)C4=CC(=O)C=CC34C. Drug 2: CC1CCC2CC(C(=CC=CC=CC(CC(C(=O)C(C(C(=CC(C(=O)CC(OC(=O)C3CCCCN3C(=O)C(=O)C1(O2)O)C(C)CC4CCC(C(C4)OC)O)C)C)O)OC)C)C)C)OC. Cell line: NCI-H322M. Synergy scores: CSS=22.9, Synergy_ZIP=-6.23, Synergy_Bliss=-1.48, Synergy_Loewe=-10.6, Synergy_HSA=0.709.